Dataset: Forward reaction prediction with 1.9M reactions from USPTO patents (1976-2016). Task: Predict the product of the given reaction. (1) Given the reactants [O:1]=[S:2]1(=[O:22])[C:7]2[CH:8]=[CH:9][CH:10]=[CH:11][C:6]=2[C:5]([C:12]2[CH:21]=[CH:20][C:15]([C:16]([O:18][CH3:19])=[O:17])=[CH:14][CH:13]=2)=[CH:4][CH2:3]1, predict the reaction product. The product is: [O:1]=[S:2]1(=[O:22])[C:7]2[CH:8]=[CH:9][CH:10]=[CH:11][C:6]=2[CH:5]([C:12]2[CH:21]=[CH:20][C:15]([C:16]([O:18][CH3:19])=[O:17])=[CH:14][CH:13]=2)[CH2:4][CH2:3]1. (2) Given the reactants CN(C(ON1N=[N:16][C:11]2[CH:12]=[CH:13][CH:14]=N[C:10]1=2)=[N+](C)C)C.[F:18][P-](F)(F)(F)(F)F.CCN(C(C)C)C(C)C.[CH3:34][N:35]([CH:37]=O)C.Cl.[F:40][C:41]1[CH:42]=[C:43]([C@@H:49]([C:51]2[CH:52]=[N:53][N:54]([CH3:56])[CH:55]=2)[NH2:50])[CH:44]=[CH:45][C:46]=1[O:47][CH3:48].CCO[C:60]([CH3:62])=[O:61], predict the reaction product. The product is: [F:18][C:34]1[CH:10]=[C:11]2[C:12]([CH:13]=[CH:14][C:62]([C:60]([NH:50][C@@H:49]([C:43]3[CH:44]=[CH:45][C:46]([O:47][CH3:48])=[C:41]([F:40])[CH:42]=3)[C:51]3[CH:52]=[N:53][N:54]([CH3:56])[CH:55]=3)=[O:61])=[N:16]2)=[CH:37][N:35]=1. (3) Given the reactants [F:1][C:2]1[CH:3]=[CH:4][C:5]([CH3:38])=[C:6]([CH:37]=1)[O:7][C:8]1[C:9]([C:25]([NH:27]CC2C=CC(OC)=CC=2)=[O:26])=[C:10]([NH:16][C:17]2[CH:22]=[CH:21][C:20]([I:23])=[CH:19][C:18]=2[F:24])[N:11]([CH3:15])[C:12](=[O:14])[CH:13]=1.[Cl-].[Al+3].[Cl-].[Cl-].ClCCl, predict the reaction product. The product is: [F:1][C:2]1[CH:3]=[CH:4][C:5]([CH3:38])=[C:6]([CH:37]=1)[O:7][C:8]1[C:9]([C:25]([NH2:27])=[O:26])=[C:10]([NH:16][C:17]2[CH:22]=[CH:21][C:20]([I:23])=[CH:19][C:18]=2[F:24])[N:11]([CH3:15])[C:12](=[O:14])[CH:13]=1. (4) Given the reactants [CH:1](=[O:8])[C:2]1[CH:7]=[CH:6][CH:5]=[CH:4][CH:3]=1.Br[C:10]([F:17])([F:16])[C:11]([O:13][CH2:14][CH3:15])=[O:12].C1COCC1, predict the reaction product. The product is: [F:16][C:10]([F:17])([CH:1]([OH:8])[C:2]1[CH:7]=[CH:6][CH:5]=[CH:4][CH:3]=1)[C:11]([O:13][CH2:14][CH3:15])=[O:12]. (5) Given the reactants [Li]C(CC)C.C1CCCCC1.C(=O)=O.CC(C)=O.[CH2:19]([NH:21][C:22]([C:24]1[CH:28]=[CH:27][S:26][CH:25]=1)=[O:23])[CH3:20].CN(CCN(C)C)C.[CH3:37][Si:38](Cl)([CH3:40])[CH3:39], predict the reaction product. The product is: [CH2:19]([NH:21][C:22]([C:24]1[CH:28]=[CH:27][S:26][C:25]=1[Si:38]([CH3:40])([CH3:39])[CH3:37])=[O:23])[CH3:20]. (6) Given the reactants [CH3:1][O-:2].[Na+].[Br:4][C:5]1[C:13]2[C:8](=[N:9][CH:10]=[N:11][C:12]=2Cl)[N:7]([CH2:15][O:16][CH2:17][CH2:18][Si:19]([CH3:22])([CH3:21])[CH3:20])[N:6]=1, predict the reaction product. The product is: [Br:4][C:5]1[C:13]2[C:8](=[N:9][CH:10]=[N:11][C:12]=2[O:2][CH3:1])[N:7]([CH2:15][O:16][CH2:17][CH2:18][Si:19]([CH3:22])([CH3:21])[CH3:20])[N:6]=1. (7) Given the reactants [CH3:1][C:2]1[S:6][C:5]2=[N:7][C:8]([CH2:10][C:11]([O:13]CC)=[O:12])=[CH:9][N:4]2[CH:3]=1.C(O)C.C(OCC)C.[ClH:24], predict the reaction product. The product is: [ClH:24].[CH3:1][C:2]1[S:6][C:5]2=[N:7][C:8]([CH2:10][C:11]([OH:13])=[O:12])=[CH:9][N:4]2[CH:3]=1. (8) The product is: [OH:22][CH:21]([CH2:23][N:34]1[CH2:33][CH2:32][N:31]([C:26]2[CH:27]=[CH:28][CH:29]=[CH:30][C:25]=2[OH:24])[CH2:36][CH2:35]1)[CH2:20][N:10]1[C:11]2[CH2:16][CH2:15][N:14]([C:17](=[O:19])[CH3:18])[CH2:13][C:12]=2[C:8]([C:5]2[CH:6]=[CH:7][C:2]([I:1])=[CH:3][CH:4]=2)=[N:9]1. Given the reactants [I:1][C:2]1[CH:7]=[CH:6][C:5]([C:8]2[C:12]3[CH2:13][N:14]([C:17](=[O:19])[CH3:18])[CH2:15][CH2:16][C:11]=3[N:10]([CH2:20][CH:21]3[CH2:23][O:22]3)[N:9]=2)=[CH:4][CH:3]=1.[OH:24][C:25]1[CH:30]=[CH:29][CH:28]=[CH:27][C:26]=1[N:31]1[CH2:36][CH2:35][NH:34][CH2:33][CH2:32]1.C(S([O-])(=O)=O)(F)(F)F.C(S([O-])(=O)=O)(F)(F)F.C(S([O-])(=O)=O)(F)(F)F.[Yb+3].O, predict the reaction product. (9) Given the reactants Cl[C:2]1[N:10]([CH3:11])[C:5]2=[N:6][CH:7]=[CH:8][CH:9]=[C:4]2[N:3]=1.[CH2:12]([N:14]1[C:22]2[C:17](=[N:18][CH:19]=[CH:20][CH:21]=2)[N:16]([C:23]2[CH:28]=[CH:27][C:26]([OH:29])=[CH:25][CH:24]=2)[C:15]1=[O:30])[CH3:13].[H-].[Na+].[Cl-].[Cl-].[Ca+2].Cl, predict the reaction product. The product is: [CH2:12]([N:14]1[C:22]2[C:17](=[N:18][CH:19]=[CH:20][CH:21]=2)[N:16]([C:23]2[CH:24]=[CH:25][C:26]([O:29][C:2]3[N:10]([CH3:11])[C:5]4=[N:6][CH:7]=[CH:8][CH:9]=[C:4]4[N:3]=3)=[CH:27][CH:28]=2)[C:15]1=[O:30])[CH3:13].